Dataset: Full USPTO retrosynthesis dataset with 1.9M reactions from patents (1976-2016). Task: Predict the reactants needed to synthesize the given product. (1) Given the product [CH3:13][O:9][C:8](=[O:10])[CH:7]=[CH:6][C:5]1[CH:4]=[CH:3][C:2]([OH:1])=[CH:12][CH:11]=1, predict the reactants needed to synthesize it. The reactants are: [OH:1][C:2]1[CH:12]=[CH:11][C:5]([CH:6]=[CH:7][C:8]([OH:10])=[O:9])=[CH:4][CH:3]=1.[CH3:13]O. (2) The reactants are: C[C:2]1[C:8](C)=[CH:7][CH:6]=[CH:5][C:3]=1[NH2:4].[CH3:10][C:11]1[C:17]([CH3:18])=[C:16]([I:19])[CH:15]=[CH:14][C:12]=1[NH2:13].NC1C=CC=CC=1.CC1[C:33]([CH3:34])=[C:32](I)[CH:31]=[CH:30][C:29]=1[N:36]=[C:37]=[S:38].[OH:39]CCN.O=S(Cl)Cl. Given the product [NH2:4][C:3]1([CH2:2][OH:39])[CH2:5][CH2:6][CH2:7][CH2:8]1.[CH3:10][C:11]1[C:17]([CH3:18])=[C:16]([I:19])[CH:15]=[CH:14][C:12]=1[N:13]=[C:37]1[NH:36][CH2:29][C:30]2([CH2:31][CH2:32][CH2:33][CH2:34]2)[S:38]1, predict the reactants needed to synthesize it. (3) The reactants are: [F:1][C:2]1[CH:10]=[C:9]2[C:5]([C:6]([C:20]3[CH:21]=[CH:22][C:23]([NH:26][C:27](=[O:33])[O:28][C:29]([CH3:32])([CH3:31])[CH3:30])=[N:24][CH:25]=3)=[CH:7][N:8]2[S:11]([C:14]2[CH:19]=[CH:18][CH:17]=[CH:16][CH:15]=2)(=[O:13])=[O:12])=[CH:4][CH:3]=1.[H-].[Na+].Br[CH2:37][C:38]([O:40][CH2:41][CH3:42])=[O:39].O. Given the product [C:29]([O:28][C:27]([N:26]([C:23]1[CH:22]=[CH:21][C:20]([C:6]2[C:5]3[C:9](=[CH:10][C:2]([F:1])=[CH:3][CH:4]=3)[N:8]([S:11]([C:14]3[CH:15]=[CH:16][CH:17]=[CH:18][CH:19]=3)(=[O:13])=[O:12])[CH:7]=2)=[CH:25][N:24]=1)[CH2:37][C:38]([O:40][CH2:41][CH3:42])=[O:39])=[O:33])([CH3:30])([CH3:32])[CH3:31], predict the reactants needed to synthesize it. (4) Given the product [I:1][C:2]1[CH:10]=[C:9]2[C:5]([CH2:6][CH2:7][CH2:8]2)=[CH:4][C:3]=1[CH:11]=[O:32], predict the reactants needed to synthesize it. The reactants are: [I:1][C:2]1[CH:10]=[C:9]2[C:5]([CH2:6][CH2:7][CH2:8]2)=[CH:4][C:3]=1[C:11]#N.CC(C[AlH]CC(C)C)C.C1(C)C=CC=CC=1.Cl.CC[O:32]CC. (5) Given the product [CH2:37]([O:36][C:34](=[O:35])[CH:33]=[C:32]([CH3:39])[CH:31]=[C:29]([S:26]([C:20]1[CH:21]=[CH:22][CH:23]=[CH:24][CH:25]=1)(=[O:28])=[O:27])[F:30])[CH3:38], predict the reactants needed to synthesize it. The reactants are: P(Cl)(OCC)(OCC)=O.C[Si](C)(C)N[Si](C)(C)C.[Li].[C:20]1([S:26]([CH2:29][F:30])(=[O:28])=[O:27])[CH:25]=[CH:24][CH:23]=[CH:22][CH:21]=1.[CH3:31]/[C:32](/[CH:39]=O)=[CH:33]\[C:34]([O:36][CH2:37][CH3:38])=[O:35]. (6) Given the product [F:1][C:2]1[CH:3]=[CH:4][C:5]([C:8]2[CH:9]=[CH:10][C:11]3[N:12]=[C:13]([NH:26][CH2:27][C:28]4[CH:33]=[CH:32][C:31]([S:34]([NH2:37])(=[O:36])=[O:35])=[CH:30][C:29]=4[CH3:38])[N:14]=[C:15]([NH:18][C:19]4([C:22]([F:23])([F:25])[F:24])[CH2:21][CH2:20]4)[C:16]=3[N:17]=2)=[CH:6][CH:7]=1, predict the reactants needed to synthesize it. The reactants are: [F:1][C:2]1[CH:7]=[CH:6][C:5]([C:8]2[CH:9]=[CH:10][C:11]3[N:12]=[C:13]([NH:26][CH2:27][C:28]4[CH:33]=[CH:32][C:31]([S:34]([NH2:37])(=[O:36])=[O:35])=[CH:30][C:29]=4[C:38](F)(F)F)[N:14]=[C:15]([NH:18][C:19]4([C:22]([F:25])([F:24])[F:23])[CH2:21][CH2:20]4)[C:16]=3[N:17]=2)=[CH:4][CH:3]=1.ClC1C=C(CNC2N=C(NC3(C(F)(F)F)CC3)C3N=C(C4C=CC(F)=CC=4)C=CC=3N=2)C=CC=1S(N)(=O)=O.FC1C=C(CNC2N=C(NC3(C(F)(F)F)CC3)C3N=C(C4C=CC(F)=CC=4)C=CC=3N=2)C=CC=1S(N)(=O)=O.ClC1C=C(C(NC2N=C(NC3(C(F)(F)F)CC3)C3N=C(C4C=CC(F)=CC=4)C=CC=3N=2)C)C=CC=1S(N)(=O)=O.FC1C=C(CCNC2N=C(NC3(C(F)(F)F)CC3)C3N=C(C4C=CC(F)=CC=4)C=CC=3N=2)C=CC=1S(N)(=O)=O.ClC1C=CC(CNC2N=C(NC3(C(F)(F)F)CC3)C3N=C(C4C=CC(F)=CC=4)C=CC=3N=2)=CC=1S(N)(=O)=O.FC1C=C(S(N)(=O)=O)C=C(CNC2N=C(NC3(C(F)(F)F)CC3)C3N=C(C4C=CC(F)=CC=4)C=CC=3N=2)C=1.FC1C=CC(C2C=CC3N=C(NCC4C=CC(S(N)(=O)=O)=C(C(F)(F)F)C=4)N=C(NC4(C(F)(F)F)CC4)C=3N=2)=CC=1.FC1C=CC(C2C=CC3N=C(NCCC4C=CC(S(N)(=O)=O)=C(C(F)(F)F)C=4)N=C(NC4(C(F)(F)F)CC4)C=3N=2)=CC=1.FC1C=CC(CNC2N=C(NC3(C(F)(F)F)CC3)C3N=C(C4C=CC(F)=CC=4)C=CC=3N=2)=CC=1NS(C)(=O)=O.FC1C=CC(C2C=CC3N=C(NCC4C=CC(C(F)(F)F)=C(NS(C)(=O)=O)C=4)N=C(NC4(C(F)(F)F)CC4)C=3N=2)=CC=1.ClC1C=CC(CNC2N=C(NC3(C(F)(F)F)CC3)C3N=C(C4C=CC(F)=CC=4)C=CC=3N=2)=CC=1NS(C)(=O)=O.ClC1C=C(NS(C)(=O)=O)C=C(CNC2N=C(NC3(C(F)(F)F)CC3)C3N=C(C4C=CC(F)=CC=4)C=CC=3N=2)C=1.FC1C=CC(C2C=CC3N=C(NCC4C=C(NS(C)(=O)=O)C=C(C(F)(F)F)C=4)N=C(NC4(C(F)(F)F)CC4)C=3N=2)=CC=1.